This data is from Forward reaction prediction with 1.9M reactions from USPTO patents (1976-2016). The task is: Predict the product of the given reaction. (1) Given the reactants [NH2:1][C:2]1[S:6][C:5]([C:7]2[N:12]3[N:13]=[CH:14][C:15]([C:16]([C:18]4[S:19][CH:20]=[CH:21][CH:22]=4)=[O:17])=[C:11]3[N:10]=[CH:9][CH:8]=2)=[CH:4][CH:3]=1.[C:23](Cl)(=[O:28])[CH2:24][CH:25]([CH3:27])[CH3:26], predict the reaction product. The product is: [CH3:26][CH:25]([CH3:27])[CH2:24][C:23]([NH:1][C:2]1[S:6][C:5]([C:7]2[N:12]3[N:13]=[CH:14][C:15]([C:16]([C:18]4[S:19][CH:20]=[CH:21][CH:22]=4)=[O:17])=[C:11]3[N:10]=[CH:9][CH:8]=2)=[CH:4][CH:3]=1)=[O:28]. (2) Given the reactants [CH:1]1([CH2:6][CH:7]([C:11]2[CH:16]=[CH:15][C:14]([S:17]([CH3:20])(=[O:19])=[O:18])=[C:13]([N+:21]([O-:23])=[O:22])[CH:12]=2)[C:8](O)=[O:9])[CH2:5][CH2:4][CH2:3][CH2:2]1.C(N(CC)CC)C.F[P-](F)(F)(F)(F)F.N1(O[P+](N(C)C)(N(C)C)N(C)C)C2C=CC=CC=2N=N1.[NH2:58][C:59]1[CH:64]=[N:63][CH:62]=[CH:61][N:60]=1.Cl, predict the reaction product. The product is: [CH:1]1([CH2:6][CH:7]([C:11]2[CH:16]=[CH:15][C:14]([S:17]([CH3:20])(=[O:18])=[O:19])=[C:13]([N+:21]([O-:23])=[O:22])[CH:12]=2)[C:8]([NH:58][C:59]2[CH:64]=[N:63][CH:62]=[CH:61][N:60]=2)=[O:9])[CH2:5][CH2:4][CH2:3][CH2:2]1. (3) Given the reactants Cl.[CH:2]([C:5]1[CH:33]=[CH:32][C:8]([CH2:9][NH:10][C:11]([C@H:13]2[CH2:18][NH:17][CH2:16][CH2:15][N:14]2[S:19]([C:22]2[CH:27]=[CH:26][C:25]([C:28]([F:31])([F:30])[F:29])=[CH:24][CH:23]=2)(=[O:21])=[O:20])=[O:12])=[CH:7][CH:6]=1)([CH3:4])[CH3:3].[CH3:34][O:35][C:36]([C:38]1[CH:43]=[N:42][C:41](Cl)=[CH:40][N:39]=1)=[O:37].C(N(CC)CC)C, predict the reaction product. The product is: [CH3:34][O:35][C:36]([C:38]1[N:39]=[CH:40][C:41]([N:17]2[CH2:16][CH2:15][N:14]([S:19]([C:22]3[CH:27]=[CH:26][C:25]([C:28]([F:31])([F:29])[F:30])=[CH:24][CH:23]=3)(=[O:21])=[O:20])[C@@H:13]([C:11](=[O:12])[NH:10][CH2:9][C:8]3[CH:7]=[CH:6][C:5]([CH:2]([CH3:4])[CH3:3])=[CH:33][CH:32]=3)[CH2:18]2)=[N:42][CH:43]=1)=[O:37]. (4) Given the reactants [OH:1][C:2]1[CH:7]=[CH:6][C:5]([C:8]([C:11]2[CH:16]=[CH:15][C:14]([OH:17])=[CH:13][CH:12]=2)([CH3:10])[CH3:9])=[CH:4][CH:3]=1.[CH2:18](OCC=C)[CH:19]=[CH2:20].[C:25]1(C2C(=CC=CC=2)C([O-])=O)[C:26](=CC=C[CH:33]=1)C([O-])=O.C(Cl)C=C, predict the reaction product. The product is: [CH2:20]([C:7]1[CH:6]=[C:5]([C:8]([C:11]2[CH:12]=[CH:13][C:14]([OH:17])=[C:15]([CH2:26][CH:25]=[CH2:33])[CH:16]=2)([CH3:10])[CH3:9])[CH:4]=[CH:3][C:2]=1[OH:1])[CH:19]=[CH2:18]. (5) Given the reactants C(C1CCCN([C:10]([NH:12][C:13]2[C:14]([CH3:30])=[CH:15][C:16]3[N:17]([CH:27]([CH3:29])[CH3:28])[C:18]4[C:23]([C:24]=3[C:25]=2[CH3:26])=[CH:22][CH:21]=[CH:20][CH:19]=4)=[O:11])C1)(=O)N.CCN=C=N[CH2:36][CH2:37][CH2:38][N:39]([CH3:41])C.[CH2:42]1COCC1, predict the reaction product. The product is: [NH:39]1[CH2:38][CH2:37][CH:36]([C:10]([NH:12][C:13]2[C:14]([CH3:30])=[CH:15][C:16]3[N:17]([CH:27]([CH3:28])[CH3:29])[C:18]4[C:23]([C:24]=3[C:25]=2[CH3:26])=[CH:22][CH:21]=[CH:20][CH:19]=4)=[O:11])[CH2:42][CH2:41]1.